Task: Predict the product of the given reaction.. Dataset: Forward reaction prediction with 1.9M reactions from USPTO patents (1976-2016) (1) Given the reactants Br[C:2]1[CH:7]=[C:6]([F:8])[C:5]([O:9][CH3:10])=[C:4]([F:11])[CH:3]=1.[B:12]1([B:12]2[O:16][C:15]([CH3:18])([CH3:17])[C:14]([CH3:20])([CH3:19])[O:13]2)[O:16][C:15]([CH3:18])([CH3:17])[C:14]([CH3:20])([CH3:19])[O:13]1.C([O-])(=O)C.[K+], predict the reaction product. The product is: [F:8][C:6]1[CH:7]=[C:2]([B:12]2[O:16][C:15]([CH3:18])([CH3:17])[C:14]([CH3:20])([CH3:19])[O:13]2)[CH:3]=[C:4]([F:11])[C:5]=1[O:9][CH3:10]. (2) The product is: [F:19][C:20]1([F:28])[CH2:25][CH2:24][CH:23]([CH2:26][NH:27][C:11]([C:9]2[CH:8]=[C:7]([CH:14]3[CH2:18][CH2:17][CH2:16][O:15]3)[N:6]3[C:10]=2[C:2]([Cl:1])=[CH:3][CH:4]=[CH:5]3)=[O:13])[CH2:22][CH2:21]1. Given the reactants [Cl:1][C:2]1[C:10]2[N:6]([C:7]([CH:14]3[CH2:18][CH2:17][CH2:16][O:15]3)=[CH:8][C:9]=2[C:11]([OH:13])=O)[CH:5]=[CH:4][CH:3]=1.[F:19][C:20]1([F:28])[CH2:25][CH2:24][CH:23]([CH2:26][NH2:27])[CH2:22][CH2:21]1.Cl.CN(C)CCCN=C=NCC.O.ON1C2C=CC=CC=2N=N1.C(N(C(C)C)C(C)C)C, predict the reaction product. (3) The product is: [ClH:21].[C:15]1([CH:4]2[CH2:3][CH:2]([OH:1])[CH2:7][CH2:6][NH:5]2)[CH:16]=[CH:17][CH:18]=[CH:19][CH:20]=1. Given the reactants [OH:1][CH:2]1[CH2:7][CH2:6][N:5](C(OC(C)(C)C)=O)[CH:4]([C:15]2[CH:20]=[CH:19][CH:18]=[CH:17][CH:16]=2)[CH2:3]1.[ClH:21], predict the reaction product. (4) Given the reactants [CH2:1]([N:3]([S:9]([C:12]1[CH:17]=[CH:16][C:15]([F:18])=[CH:14][CH:13]=1)(=[O:11])=[O:10])[C:4](=[CH2:8])[C:5]([OH:7])=O)[CH3:2].CCOC(OC(OCC)=O)=O.[F:30][C:31]([F:47])([F:46])[C:32]1[CH:37]=[CH:36][C:35]([C:38]2[CH:43]=[C:42]([CH2:44][NH2:45])[CH:41]=[CH:40][N:39]=2)=[CH:34][CH:33]=1, predict the reaction product. The product is: [CH2:1]([N:3]([S:9]([C:12]1[CH:17]=[CH:16][C:15]([F:18])=[CH:14][CH:13]=1)(=[O:11])=[O:10])[C:4](=[CH2:8])[C:5]([NH:45][CH2:44][C:42]1[CH:41]=[CH:40][N:39]=[C:38]([C:35]2[CH:36]=[CH:37][C:32]([C:31]([F:47])([F:30])[F:46])=[CH:33][CH:34]=2)[CH:43]=1)=[O:7])[CH3:2]. (5) Given the reactants Br[C:2]1[N:3]([CH:17]2[CH2:22][CH2:21][CH2:20][CH2:19][O:18]2)[C:4]2[C:9]([N:10]=1)=[C:8]([NH2:11])[N:7]=[C:6]([NH:12][CH2:13][CH2:14][O:15][CH3:16])[N:5]=2.[OH-].[Na+].[C:25](O)(=[O:27])C, predict the reaction product. The product is: [CH3:25][O:27][C:2]1[N:3]([CH:17]2[CH2:22][CH2:21][CH2:20][CH2:19][O:18]2)[C:4]2[C:9]([N:10]=1)=[C:8]([NH2:11])[N:7]=[C:6]([NH:12][CH2:13][CH2:14][O:15][CH3:16])[N:5]=2. (6) Given the reactants Cl.Cl.[CH:3]([N:6]([C:8]([C:10]1[N:19]=[C:18]2[N:12]([CH2:13][CH2:14][O:15][C:16]3[CH:23]=[C:22]([Br:24])[CH:21]=[CH:20][C:17]=32)[CH:11]=1)=[O:9])[NH2:7])([CH3:5])[CH3:4].[CH3:25][O:26][CH2:27][C:28](Cl)=[O:29], predict the reaction product. The product is: [CH:3]([N:6]([C:8]([C:10]1[N:19]=[C:18]2[N:12]([CH2:13][CH2:14][O:15][C:16]3[CH:23]=[C:22]([Br:24])[CH:21]=[CH:20][C:17]=32)[CH:11]=1)=[O:9])[NH:7][C:28](=[O:29])[CH2:27][O:26][CH3:25])([CH3:5])[CH3:4].